From a dataset of Forward reaction prediction with 1.9M reactions from USPTO patents (1976-2016). Predict the product of the given reaction. (1) Given the reactants [C:1]([O:5][C:6]([N:8]1[CH2:13][CH2:12][CH2:11][C@@H:10]([CH2:14][N:15]2[CH2:20][CH2:19][N:18](C(OCC3C=CC=CC=3)=O)[CH2:17][CH2:16]2)[CH2:9]1)=[O:7])([CH3:4])([CH3:3])[CH3:2], predict the reaction product. The product is: [N:15]1([CH2:14][C@@H:10]2[CH2:11][CH2:12][CH2:13][N:8]([C:6]([O:5][C:1]([CH3:4])([CH3:3])[CH3:2])=[O:7])[CH2:9]2)[CH2:20][CH2:19][NH:18][CH2:17][CH2:16]1. (2) Given the reactants [CH:1]1([C:4]2[CH:5]=[C:6]([CH:9]=[C:10]([O:13][CH2:14][C@@H:15]3[CH2:17][C:16]3([F:19])[F:18])[C:11]=2I)[CH:7]=[O:8])[CH2:3][CH2:2]1.[F:20][C:21]1[CH:26]=[CH:25][C:24](B(O)O)=[CH:23][CH:22]=1.[F-].[Cs+].COCCOC, predict the reaction product. The product is: [CH:1]1([C:4]2[CH:5]=[C:6]([CH:7]=[O:8])[CH:9]=[C:10]([O:13][CH2:14][C@@H:15]3[CH2:17][C:16]3([F:19])[F:18])[C:11]=2[C:24]2[CH:25]=[CH:26][C:21]([F:20])=[CH:22][CH:23]=2)[CH2:3][CH2:2]1. (3) Given the reactants [Cl:1][C:2]1[C:3]2[C:10]([I:11])=[CH:9][NH:8][C:4]=2[N:5]=[CH:6][N:7]=1.[H-].[Na+].[CH3:14][C:15]1[CH:20]=[CH:19][C:18]([S:21](Cl)(=[O:23])=[O:22])=[CH:17][CH:16]=1.O, predict the reaction product. The product is: [Cl:1][C:2]1[C:3]2[C:10]([I:11])=[CH:9][N:8]([S:21]([C:18]3[CH:19]=[CH:20][C:15]([CH3:14])=[CH:16][CH:17]=3)(=[O:23])=[O:22])[C:4]=2[N:5]=[CH:6][N:7]=1. (4) Given the reactants [F:1][C:2]([F:51])([F:50])[C:3]1[CH:4]=[C:5]([C@H:13]2[O:17][C:16](=[O:18])[N:15]([CH2:19][C:20]3[C:25]([C:26]4[CH:27]=[C:28]([C:34]5[CH:43]=[CH:42][C:37]([C:38]([O:40][CH3:41])=[O:39])=[CH:36][C:35]=5[CH3:44])[CH:29]=[N:30][C:31]=4[O:32][CH3:33])=[CH:24][N:23]=[C:22](S(C)(=O)=O)[N:21]=3)[C@H:14]2[CH3:49])[CH:6]=[C:7]([C:9]([F:12])([F:11])[F:10])[CH:8]=1.[NH:52]1[CH:56]=[CH:55][N:54]=[CH:53]1, predict the reaction product. The product is: [F:1][C:2]([F:51])([F:50])[C:3]1[CH:4]=[C:5]([C@H:13]2[O:17][C:16](=[O:18])[N:15]([CH2:19][C:20]3[C:25]([C:26]4[CH:27]=[C:28]([C:34]5[CH:43]=[CH:42][C:37]([C:38]([O:40][CH3:41])=[O:39])=[CH:36][C:35]=5[CH3:44])[CH:29]=[N:30][C:31]=4[O:32][CH3:33])=[CH:24][N:23]=[C:22]([N:52]4[CH:56]=[CH:55][N:54]=[CH:53]4)[N:21]=3)[C@H:14]2[CH3:49])[CH:6]=[C:7]([C:9]([F:12])([F:11])[F:10])[CH:8]=1. (5) Given the reactants N([O-])=O.[Na+].N[C:6]1[N:11]=[C:10]([NH:12][S:13]([C:16]2[CH:21]=[CH:20][CH:19]=[C:18]([Cl:22])[C:17]=2[Cl:23])(=[O:15])=[O:14])[C:9]([O:24][CH3:25])=[N:8][C:7]=1[Br:26].O.N1C=CC=CC=1.[FH:34], predict the reaction product. The product is: [Br:26][C:7]1[N:8]=[C:9]([O:24][CH3:25])[C:10]([NH:12][S:13]([C:16]2[CH:21]=[CH:20][CH:19]=[C:18]([Cl:22])[C:17]=2[Cl:23])(=[O:15])=[O:14])=[N:11][C:6]=1[F:34]. (6) Given the reactants C1(CCN2C3C(=CC=CC=3)C(O)(C3C(O)=CC4OCOC=4C=3)C2=O)CC1.[F:27][C:28]1[C:33]([F:34])=[CH:32][C:31]([C:35]2(O)[C:43]3[C:38](=[CH:39][CH:40]=[CH:41][CH:42]=3)[N:37]([CH2:44][C:45]([O:47][CH2:48][CH3:49])=[O:46])[C:36]2=[O:50])=[C:30]([OH:52])[CH:29]=1, predict the reaction product. The product is: [F:27][C:28]1[C:33]([F:34])=[CH:32][C:31]([CH:35]2[C:43]3[C:38](=[CH:39][CH:40]=[CH:41][CH:42]=3)[N:37]([CH2:44][C:45]([O:47][CH2:48][CH3:49])=[O:46])[C:36]2=[O:50])=[C:30]([OH:52])[CH:29]=1. (7) Given the reactants [C:1]([O:5][C:6]([N:8]1[CH2:13][CH:12]=[C:11]([C:14]2[S:15][CH:16]=[C:17]([C:19]([O:21]CC)=[O:20])[CH:18]=2)[CH2:10][CH2:9]1)=[O:7])([CH3:4])([CH3:3])[CH3:2].[Na].[OH-], predict the reaction product. The product is: [C:1]([O:5][C:6]([N:8]1[CH2:9][CH:10]=[C:11]([C:14]2[S:15][CH:16]=[C:17]([C:19]([OH:21])=[O:20])[CH:18]=2)[CH2:12][CH2:13]1)=[O:7])([CH3:4])([CH3:2])[CH3:3]. (8) Given the reactants [CH2:1]([O:19][C:20]1[CH:21]=[C:22]([CH:26]=[C:27]([O:29][CH2:30][CH2:31][CH2:32][CH2:33][CH2:34][CH2:35][CH2:36][CH2:37]/[CH:38]=[CH:39]\[CH2:40]/[CH:41]=[CH:42]\[CH2:43][CH2:44][CH2:45][CH2:46][CH3:47])[N:28]=1)[C:23](O)=[O:24])[CH2:2][CH2:3][CH2:4][CH2:5][CH2:6][CH2:7][CH2:8]/[CH:9]=[CH:10]\[CH2:11]/[CH:12]=[CH:13]\[CH2:14][CH2:15][CH2:16][CH2:17][CH3:18].[H-].[Al+3].[Li+].[H-].[H-].[H-], predict the reaction product. The product is: [CH2:30]([O:29][C:27]1[CH:26]=[C:22]([CH2:23][OH:24])[CH:21]=[C:20]([O:19][CH2:1][CH2:2][CH2:3][CH2:4][CH2:5][CH2:6][CH2:7][CH2:8]/[CH:9]=[CH:10]\[CH2:11]/[CH:12]=[CH:13]\[CH2:14][CH2:15][CH2:16][CH2:17][CH3:18])[N:28]=1)[CH2:31][CH2:32][CH2:33][CH2:34][CH2:35][CH2:36][CH2:37]/[CH:38]=[CH:39]\[CH2:40]/[CH:41]=[CH:42]\[CH2:43][CH2:44][CH2:45][CH2:46][CH3:47]. (9) The product is: [NH2:17][C:16]1[C:11]([C:7]2[CH:8]=[CH:9][CH:10]=[C:5]([F:4])[CH:6]=2)=[C:12]([C:27](=[O:29])[CH3:28])[CH:13]=[C:14]([F:26])[C:15]=1[C:20]#[C:21][Si:22]([CH3:24])([CH3:23])[CH3:25]. Given the reactants C(O)C.[F:4][C:5]1[CH:6]=[C:7]([C:11]2[C:16]([N+:17]([O-])=O)=[C:15]([C:20]#[C:21][Si:22]([CH3:25])([CH3:24])[CH3:23])[C:14]([F:26])=[CH:13][C:12]=2[C:27](=[O:29])[CH3:28])[CH:8]=[CH:9][CH:10]=1, predict the reaction product.